This data is from Forward reaction prediction with 1.9M reactions from USPTO patents (1976-2016). The task is: Predict the product of the given reaction. (1) Given the reactants FC(F)(F)S(O[C:7]1[CH2:12][CH:11]([O:13][Si:14]([C:17]([CH3:20])([CH3:19])[CH3:18])([CH3:16])[CH3:15])[C:10]([CH3:22])([CH3:21])[CH2:9][CH:8]=1)(=O)=O.[CH3:25][C:26]1([CH3:42])[C:30]([CH3:32])([CH3:31])[O:29][B:28]([B:28]2[O:29][C:30]([CH3:32])([CH3:31])[C:26]([CH3:42])([CH3:25])[O:27]2)[O:27]1.CC([O-])=O.[K+].ClCCl, predict the reaction product. The product is: [C:17]([Si:14]([O:13][CH:11]1[C:10]([CH3:22])([CH3:21])[CH2:9][CH:8]=[C:7]([B:28]2[O:29][C:30]([CH3:32])([CH3:31])[C:26]([CH3:42])([CH3:25])[O:27]2)[CH2:12]1)([CH3:16])[CH3:15])([CH3:20])([CH3:19])[CH3:18]. (2) Given the reactants [OH:1][CH2:2][CH2:3][CH2:4][CH2:5][CH2:6][CH2:7][CH2:8][CH2:9][CH2:10][CH2:11][CH2:12][C:13]#[N:14].[H-].[Na+].I[CH3:18].[Cl-].[NH4+], predict the reaction product. The product is: [CH3:13][CH2:12][CH2:11][CH:10]([CH3:9])[CH3:18].[CH3:18][O:1][CH2:2][CH2:3][CH2:4][CH2:5][CH2:6][CH2:7][CH2:8][CH2:9][CH2:10][CH2:11][CH2:12][C:13]#[N:14]. (3) The product is: [CH2:35]([N:34]([CH2:27][C:28]1[CH:33]=[CH:32][CH:31]=[CH:30][CH:29]=1)[C:2]1[N:3]=[CH:4][C:5]([NH:8][C:9](=[O:26])[CH:10]([NH:14][C:15](=[O:25])[CH2:16][C:17]2[CH:22]=[C:21]([F:23])[CH:20]=[C:19]([F:24])[CH:18]=2)[CH2:11][CH2:12][CH3:13])=[N:6][CH:7]=1)[C:36]1[CH:41]=[CH:40][CH:39]=[CH:38][CH:37]=1. Given the reactants Br[C:2]1[N:3]=[CH:4][C:5]([NH:8][C:9](=[O:26])[CH:10]([NH:14][C:15](=[O:25])[CH2:16][C:17]2[CH:22]=[C:21]([F:23])[CH:20]=[C:19]([F:24])[CH:18]=2)[CH2:11][CH2:12][CH3:13])=[N:6][CH:7]=1.[CH2:27]([NH:34][CH2:35][C:36]1[CH:41]=[CH:40][CH:39]=[CH:38][CH:37]=1)[C:28]1[CH:33]=[CH:32][CH:31]=[CH:30][CH:29]=1, predict the reaction product.